Dataset: Reaction yield outcomes from USPTO patents with 853,638 reactions. Task: Predict the reaction yield, written as a fraction of the theoretical maximum amount of product (1.0 means a 100% yield; for example, 0.34 means a 34% yield). (1) The yield is 0.631. The reactants are [CH:1]1([S:4]([N:7]2[C:11]3=[CH:12][C:13]4[S:17][CH:16]=[N:15][C:14]=4[C:18]([F:19])=[C:10]3[N:9]([C:20]3[CH:25]=[CH:24][C:23]([I:26])=[CH:22][C:21]=3[F:27])C2=O)(=[O:6])=[O:5])[CH2:3][CH2:2]1.C[Si](C)(C)[O-].[K+]. The product is [F:19][C:18]1[C:14]2[N:15]=[CH:16][S:17][C:13]=2[CH:12]=[C:11]([NH:7][S:4]([CH:1]2[CH2:2][CH2:3]2)(=[O:5])=[O:6])[C:10]=1[NH:9][C:20]1[CH:25]=[CH:24][C:23]([I:26])=[CH:22][C:21]=1[F:27]. The catalyst is C1COCC1. (2) The reactants are Cl[C:2]1[C:11]2[C:6](=[CH:7][C:8]([N+:12]([O-:14])=[O:13])=[CH:9][CH:10]=2)[N:5]=[CH:4][N:3]=1.[CH:15](O)([CH3:17])[CH3:16]. No catalyst specified. The product is [C:15]([C:17]1[CH:11]=[C:6]([NH:5][C:2]2[C:11]3[C:6](=[CH:7][C:8]([N+:12]([O-:14])=[O:13])=[CH:9][CH:10]=3)[N:5]=[CH:4][N:3]=2)[CH:7]=[CH:8][CH:9]=1)#[CH:16]. The yield is 0.940. (3) The reactants are [N:1]1([C:10]2[S:14][C:13]([C:15]([O:17][CH3:18])=[O:16])=[C:12]([O:19][C@@H:20]([C:22]3[CH:27]=[CH:26][CH:25]=[C:24]([OH:28])[C:23]=3[Cl:29])[CH3:21])[CH:11]=2)[C:5]2[CH:6]=[CH:7][CH:8]=[CH:9][C:4]=2[N:3]=[CH:2]1.[Br:30][CH2:31][CH2:32]O.ClC1C(O)=CC=CC=1[C@H](OC1C=C(N2C3C=CC(C4C=NN(C)C=4)=CC=3N=C2)SC=1C(OC)=O)C. No catalyst specified. The product is [N:1]1([C:10]2[S:14][C:13]([C:15]([O:17][CH3:18])=[O:16])=[C:12]([O:19][C@@H:20]([C:22]3[CH:27]=[CH:26][CH:25]=[C:24]([O:28][CH2:32][CH2:31][Br:30])[C:23]=3[Cl:29])[CH3:21])[CH:11]=2)[C:5]2[CH:6]=[CH:7][CH:8]=[CH:9][C:4]=2[N:3]=[CH:2]1. The yield is 0.710. (4) The reactants are [CH3:1][O:2][C:3](=[O:23])[C:4]1[CH:9]=[C:8]([CH:10]2[CH2:14][CH2:13][CH2:12][O:11]2)[C:7]([C:15]([F:18])([F:17])[F:16])=[CH:6][C:5]=1[NH:19]C(=O)C.OS(O)(=O)=O. The catalyst is CO.O. The product is [CH3:1][O:2][C:3](=[O:23])[C:4]1[CH:9]=[C:8]([CH:10]2[CH2:14][CH2:13][CH2:12][O:11]2)[C:7]([C:15]([F:17])([F:18])[F:16])=[CH:6][C:5]=1[NH2:19]. The yield is 0.680.